This data is from Forward reaction prediction with 1.9M reactions from USPTO patents (1976-2016). The task is: Predict the product of the given reaction. (1) Given the reactants [F:1][C:2]1[CH:23]=[CH:22][C:5]([CH2:6][N:7]2[C:11](=[O:12])[N:10]([C:13]3[S:14][C:15]([C:19](O)=[O:20])=[C:16]([CH3:18])[N:17]=3)[CH:9]=[N:8]2)=[CH:4][CH:3]=1.[CH3:24][N:25]1[CH:29]=[C:28]([CH2:30][NH2:31])[N:27]=[CH:26]1, predict the reaction product. The product is: [F:1][C:2]1[CH:3]=[CH:4][C:5]([CH2:6][N:7]2[C:11](=[O:12])[N:10]([C:13]3[S:14][C:15]([C:19]([NH:31][CH2:30][C:28]4[N:27]=[CH:26][N:25]([CH3:24])[CH:29]=4)=[O:20])=[C:16]([CH3:18])[N:17]=3)[CH:9]=[N:8]2)=[CH:22][CH:23]=1. (2) Given the reactants [CH3:1][O:2][C:3]1[CH2:4][CH2:5][CH2:6][CH2:7][N:8]=1.C(NC(C)C)(C)C.[Li].[F:17][C:18]1[CH:23]=[CH:22][C:21]([CH:24]=[C:25]([C:30](=[O:34])[CH:31]([CH3:33])[CH3:32])[C:26]([O:28][CH3:29])=[O:27])=[CH:20][CH:19]=1, predict the reaction product. The product is: [F:17][C:18]1[CH:19]=[CH:20][C:21]([CH:24]([CH:4]2[CH2:5][CH2:6][CH2:7][N:8]=[C:3]2[O:2][CH3:1])[CH:25]([C:30](=[O:34])[CH:31]([CH3:32])[CH3:33])[C:26]([O:28][CH3:29])=[O:27])=[CH:22][CH:23]=1. (3) Given the reactants [CH2:1]([O:4][CH:5]1[CH2:10][CH2:9][CH2:8][CH2:7][O:6]1)[C:2]#[CH:3].I[C:12]1[CH:13]=[CH:14][C:15]([NH2:18])=[N:16][CH:17]=1.O.C(Cl)Cl, predict the reaction product. The product is: [O:6]1[CH2:7][CH2:8][CH2:9][CH2:10][CH:5]1[O:4][CH2:1][C:2]#[C:3][C:12]1[CH:13]=[CH:14][C:15]([NH2:18])=[N:16][CH:17]=1. (4) Given the reactants [N:1]1[CH:6]=[CH:5][CH:4]=[C:3]([OH:7])[CH:2]=1.CC([O-])(C)C.[K+].CS(C)=O.Cl[C:19]1[C:28]([CH:29]=[O:30])=[CH:27][C:26]2[C:21](=[CH:22][C:23]([O:31][CH3:32])=[CH:24][CH:25]=2)[N:20]=1, predict the reaction product. The product is: [CH3:32][O:31][C:23]1[CH:22]=[C:21]2[C:26]([CH:27]=[C:28]([CH:29]=[O:30])[C:19]([O:7][C:3]3[CH:2]=[N:1][CH:6]=[CH:5][CH:4]=3)=[N:20]2)=[CH:25][CH:24]=1.